From a dataset of Peptide-MHC class I binding affinity with 185,985 pairs from IEDB/IMGT. Regression. Given a peptide amino acid sequence and an MHC pseudo amino acid sequence, predict their binding affinity value. This is MHC class I binding data. (1) The peptide sequence is GPGHKARVL. The binding affinity (normalized) is 0. The MHC is HLA-A26:01 with pseudo-sequence HLA-A26:01. (2) The peptide sequence is SEGDDDGSR. The MHC is HLA-A11:01 with pseudo-sequence HLA-A11:01. The binding affinity (normalized) is 0.0847.